From a dataset of Reaction yield outcomes from USPTO patents with 853,638 reactions. Predict the reaction yield, written as a fraction of the theoretical maximum amount of product (1.0 means a 100% yield; for example, 0.34 means a 34% yield). (1) The reactants are [C:1]12([CH2:11][O:12][C:13]3[C:25]([CH:26]=[CH2:27])=[CH:24][C:16]([C:17]([O:19]C(C)(C)C)=[O:18])=[C:15]([F:28])[CH:14]=3)[CH2:10][CH:5]3[CH2:6][CH:7]([CH2:9][CH:3]([CH2:4]3)[CH2:2]1)[CH2:8]2.FC(F)(F)C(O)=O. The catalyst is ClCCl. The product is [C:1]12([CH2:11][O:12][C:13]3[C:25]([CH:26]=[CH2:27])=[CH:24][C:16]([C:17]([OH:19])=[O:18])=[C:15]([F:28])[CH:14]=3)[CH2:8][CH:7]3[CH2:6][CH:5]([CH2:4][CH:3]([CH2:9]3)[CH2:2]1)[CH2:10]2. The yield is 0.730. (2) The reactants are [Cl:1][C:2]1[N:3]=[C:4](Cl)[C:5]2[C:10]([I:11])=[CH:9][N:8]([CH2:12][O:13][CH2:14][CH2:15][Si:16]([CH3:19])([CH3:18])[CH3:17])[C:6]=2[N:7]=1.[OH:21][CH:22]1[CH2:25][CH:24]([C:26]#[N:27])[CH2:23]1.CC([O-])(C)C.[Na+]. The catalyst is O1CCOCC1. The product is [Cl:1][C:2]1[N:3]=[C:4]([O:21][CH:22]2[CH2:25][CH:24]([C:26]#[N:27])[CH2:23]2)[C:5]2[C:10]([I:11])=[CH:9][N:8]([CH2:12][O:13][CH2:14][CH2:15][Si:16]([CH3:19])([CH3:18])[CH3:17])[C:6]=2[N:7]=1. The yield is 0.770.